From a dataset of Reaction yield outcomes from USPTO patents with 853,638 reactions. Predict the reaction yield, written as a fraction of the theoretical maximum amount of product (1.0 means a 100% yield; for example, 0.34 means a 34% yield). (1) The reactants are [OH:1][NH:2][C:3](=[NH:17])[N:4]1[CH2:9][CH2:8][N:7]([C:10]([O:12][C:13]([CH3:16])([CH3:15])[CH3:14])=[O:11])[CH2:6][CH2:5]1.C(N(C(C)C)CC)(C)C.[C:27]([O:30][CH2:31][C:32](Cl)=O)(=[O:29])[CH3:28]. The yield is 0.760. The catalyst is C1COCC1.O. The product is [C:27]([O:30][CH2:31][C:32]1[O:1][N:2]=[C:3]([N:4]2[CH2:5][CH2:6][N:7]([C:10]([O:12][C:13]([CH3:14])([CH3:16])[CH3:15])=[O:11])[CH2:8][CH2:9]2)[N:17]=1)(=[O:29])[CH3:28]. (2) The reactants are [Cl:1][C:2]1[CH:30]=[CH:29][C:5]([CH2:6][O:7][C:8]2[C:9]([O:25][CH2:26][CH2:27][F:28])=[C:10]([CH:14]([C:16]3[C:24]4[C:19](=[N:20][CH:21]=[CH:22][CH:23]=4)[NH:18][CH:17]=3)[OH:15])[CH:11]=[CH:12][CH:13]=2)=[C:4]([F:31])[CH:3]=1.CC(OI1(OC(C)=O)(OC(C)=O)OC(=O)C2C=CC=CC1=2)=O. The catalyst is O1CCCC1. The product is [Cl:1][C:2]1[CH:30]=[CH:29][C:5]([CH2:6][O:7][C:8]2[C:9]([O:25][CH2:26][CH2:27][F:28])=[C:10]([C:14]([C:16]3[C:24]4[C:19](=[N:20][CH:21]=[CH:22][CH:23]=4)[NH:18][CH:17]=3)=[O:15])[CH:11]=[CH:12][CH:13]=2)=[C:4]([F:31])[CH:3]=1. The yield is 0.200. (3) The reactants are [CH:1]1[C:10]2[C:5](=[CH:6][CH:7]=[CH:8][CH:9]=2)[CH:4]=[CH:3][C:2]=1[O:11][C:12]1[CH:30]=[CH:29][C:15]([C:16]([NH:18][C:19]2[CH:28]=[CH:27][CH:26]=[CH:25][C:20]=2[C:21]([O:23]C)=[O:22])=[O:17])=[CH:14][CH:13]=1.[OH-].[Li+].Cl.O. The catalyst is CO.C1COCC1. The product is [CH:1]1[C:10]2[C:5](=[CH:6][CH:7]=[CH:8][CH:9]=2)[CH:4]=[CH:3][C:2]=1[O:11][C:12]1[CH:13]=[CH:14][C:15]([C:16]([NH:18][C:19]2[CH:28]=[CH:27][CH:26]=[CH:25][C:20]=2[C:21]([OH:23])=[O:22])=[O:17])=[CH:29][CH:30]=1. The yield is 0.800. (4) The reactants are CCN(C(C)C)C(C)C.[Br:10][C:11]1[CH:19]=[CH:18][C:14]([C:15]([OH:17])=O)=[CH:13][CH:12]=1.CN(C(ON1N=NC2C=CC=CC1=2)=[N+](C)C)C.[B-](F)(F)(F)F.[CH3:42][NH:43][C@@H:44]([CH3:51])[CH2:45][N:46]1[CH2:49][CH:48]([OH:50])[CH2:47]1. The catalyst is C(Cl)Cl.C1COCC1. The product is [Br:10][C:11]1[CH:12]=[CH:13][C:14]([C:15]([N:43]([C@@H:44]([CH3:51])[CH2:45][N:46]2[CH2:49][CH:48]([OH:50])[CH2:47]2)[CH3:42])=[O:17])=[CH:18][CH:19]=1. The yield is 0.170. (5) The product is [NH2:18][C:14]1[CH:13]=[CH:12][C:11]([OH:22])=[C:10]2[C:15]=1[C:16](=[O:17])[N:8]([CH:7]1[CH2:6][CH2:5][C:4](=[O:24])[NH:3][C:2]1=[O:1])[C:9]2=[O:23]. The reactants are [O:1]=[C:2]1[CH:7]([N:8]2[C:16](=[O:17])[C:15]3[C:10](=[C:11]([OH:22])[CH:12]=[CH:13][C:14]=3[NH:18]C(=O)[O-])[C:9]2=[O:23])[CH2:6][CH2:5][C:4](=[O:24])[NH:3]1.C(O)(C(F)(F)F)=O.O. The yield is 0.810. The catalyst is C(Cl)Cl. (6) The reactants are [F:1][C:2]1[N:10]=[C:9]2[C:5]([N:6]=[CH:7][N:8]2C2CCCCO2)=[C:4]([NH:17][CH:18]([C:20]2[N:21]([C:32]3[CH:37]=[CH:36][CH:35]=[CH:34][CH:33]=3)[C:22](=[O:31])[C:23]3[C:28]([CH:29]=2)=[CH:27][CH:26]=[CH:25][C:24]=3[CH3:30])[CH3:19])[N:3]=1.C([O-])(O)=O.[Na+]. The catalyst is Cl.CCO. The product is [F:1][C:2]1[N:10]=[C:9]2[C:5]([N:6]=[CH:7][NH:8]2)=[C:4]([NH:17][CH:18]([C:20]2[N:21]([C:32]3[CH:37]=[CH:36][CH:35]=[CH:34][CH:33]=3)[C:22](=[O:31])[C:23]3[C:28]([CH:29]=2)=[CH:27][CH:26]=[CH:25][C:24]=3[CH3:30])[CH3:19])[N:3]=1. The yield is 0.940.